Dataset: Full USPTO retrosynthesis dataset with 1.9M reactions from patents (1976-2016). Task: Predict the reactants needed to synthesize the given product. (1) Given the product [ClH:1].[ClH:1].[N:12]1[CH:13]=[CH:14][CH:15]=[C:10]([C:6]2[C:7](=[O:9])[NH:8][C:3](=[O:2])[N:4]([CH2:16][CH2:17][CH2:18][N:30]3[CH2:31][C@H:32]4[C@:28]([C:25]5[CH:24]=[CH:23][C:22]([C:21]([F:20])([F:35])[F:34])=[CH:27][CH:26]=5)([CH2:33]4)[CH2:29]3)[CH:5]=2)[N:11]=1, predict the reactants needed to synthesize it. The reactants are: [ClH:1].[O:2]=[C:3]1[NH:8][C:7](=[O:9])[C:6]([C:10]2[N:11]=[N:12][CH:13]=[CH:14][CH:15]=2)=[CH:5][N:4]1[CH2:16][CH2:17][CH:18]=O.[F:20][C:21]([F:35])([F:34])[C:22]1[CH:27]=[CH:26][C:25]([C@:28]23[CH2:33][C@H:32]2[CH2:31][NH:30][CH2:29]3)=[CH:24][CH:23]=1.CC(O)=O.[BH-](OC(C)=O)(OC(C)=O)OC(C)=O.[Na+].[OH-].[Na+]. (2) Given the product [OH:3][C:2]([CH2:4][CH2:5][CH2:6][CH2:7][C@H:8]1[C@@H:16]2[C@@H:11]([NH:12][C:13]([NH:15]2)=[O:14])[CH2:10][S:9]1)=[O:1].[CH:61]1[C:62]([C:63]([O:65][CH2:66][C@H:67]2[O:71][C@@H:70]([N:72]3[C:76]4[N:77]=[CH:78][N:79]=[C:80]([NH2:81])[C:75]=4[N:74]=[CH:73]3)[C@H:69]([OH:82])[C@@H:68]2[OH:83])=[O:64])=[CH:57][CH:58]=[C:59]([S:84]([F:87])(=[O:85])=[O:86])[CH:60]=1.[ClH:88], predict the reactants needed to synthesize it. The reactants are: [OH:1][C:2]([CH2:4][CH2:5][CH2:6][CH2:7][C@H:8]1[C@@H:16]2[C@@H:11]([NH:12][C:13]([NH:15]2)=[O:14])[CH2:10][S:9]1)=[O:3].C(N=C=NC(C)C)(C)C.FS(C1C=CC(C(C(O)[C@H]2O[C@@H](N3C4N=CN=C(N)C=4N=C3)[C@H](O)[C@@H]2O)=O)=CC=1)(=O)=O.[CH:57]1[C:62]([C:63]([O:65][CH2:66][C@H:67]2[O:71][C@@H:70]([N:72]3[C:76]4[N:77]=[CH:78][N:79]=[C:80]([NH2:81])[C:75]=4[N:74]=[CH:73]3)[C@H:69]([OH:82])[C@@H:68]2[OH:83])=[O:64])=[CH:61][CH:60]=[C:59]([S:84]([F:87])(=[O:86])=[O:85])[CH:58]=1.[ClH:88].C(N(C(C)C)CC)(C)C.FC(F)(F)C(O)=O. (3) Given the product [CH2:13]([N:8]([CH2:1][C:2]1[CH:7]=[CH:6][CH:5]=[CH:4][CH:3]=1)[C:9]([CH:10]1[CH2:11][CH2:22][N:23]([C@H:29]([C:30]2[CH:31]=[CH:32][CH:33]=[CH:34][CH:35]=2)[CH3:36])[CH2:24]1)=[O:12])[C:14]1[CH:15]=[CH:16][CH:17]=[CH:18][CH:19]=1, predict the reactants needed to synthesize it. The reactants are: [CH2:1]([N:8]([CH2:13][C:14]1[CH:19]=[CH:18][CH:17]=[CH:16][CH:15]=1)[C:9](=[O:12])[CH:10]=[CH2:11])[C:2]1[CH:7]=[CH:6][CH:5]=[CH:4][CH:3]=1.CO[CH2:22][N:23]([C@@H:29]([CH3:36])[C:30]1[CH:35]=[CH:34][CH:33]=[CH:32][CH:31]=1)[CH2:24][Si](C)(C)C.FC(F)(F)C(O)=O. (4) Given the product [CH3:19][N:17]1[CH:18]=[C:14]([C:11]2[CH:12]=[C:13]3[C:5]([C:3]([NH:23][NH2:24])=[O:4])=[CH:6][NH:7][C:8]3=[N:9][CH:10]=2)[CH:15]=[N:16]1, predict the reactants needed to synthesize it. The reactants are: ClC(Cl)(Cl)[C:3]([C:5]1[C:13]2[C:8](=[N:9][CH:10]=[C:11]([C:14]3[CH:15]=[N:16][N:17]([CH3:19])[CH:18]=3)[CH:12]=2)[NH:7][CH:6]=1)=[O:4].O.[NH2:23][NH2:24].